This data is from Forward reaction prediction with 1.9M reactions from USPTO patents (1976-2016). The task is: Predict the product of the given reaction. (1) The product is: [CH2:53]([NH:55][C:56]([N:28]1[CH2:29][CH2:30][C@@H:25]([NH:24][S:20]([C:13]2[C:14]3[C:19](=[CH:18][CH:17]=[CH:16][CH:15]=3)[C:10]([NH:9][C:1](=[O:8])[C:2]3[CH:7]=[CH:6][CH:5]=[CH:4][C:3]=3[CH3:39])=[CH:11][CH:12]=2)(=[O:22])=[O:21])[C@H:26]([CH3:38])[CH2:27]1)=[O:57])[CH3:54]. Given the reactants [C:1]([NH:9][C:10]1[C:19]2[C:14](=[CH:15][CH:16]=[CH:17][CH:18]=2)[C:13]([S:20](Cl)(=[O:22])=[O:21])=[CH:12][CH:11]=1)(=[O:8])[C:2]1[CH:7]=[CH:6][CH:5]=[CH:4][CH:3]=1.[NH2:24][CH:25]1[CH2:30][CH2:29][N:28](CC2C=CC=CC=2)[CH2:27][CH:26]1[CH3:38].[C:39](OC(N1CCC(N)CC1)=O)(C)(C)C.[CH2:53]([N:55]=[C:56]=[O:57])[CH3:54].N(C(C)C)=C=O, predict the reaction product. (2) Given the reactants [CH3:1][NH:2][C:3]1[CH:8]=[CH:7][C:6]([C:9]([N:11]2[CH2:16][CH2:15][CH:14]([C:17]3[CH:22]=[CH:21][C:20]([C:23]4[CH:24]=[N:25][N:26]([CH3:28])[CH:27]=4)=[CH:19][CH:18]=3)[CH2:13][CH2:12]2)=[O:10])=[CH:5][C:4]=1[N+:29]([O-])=O, predict the reaction product. The product is: [NH2:29][C:4]1[CH:5]=[C:6]([C:9]([N:11]2[CH2:12][CH2:13][CH:14]([C:17]3[CH:22]=[CH:21][C:20]([C:23]4[CH:24]=[N:25][N:26]([CH3:28])[CH:27]=4)=[CH:19][CH:18]=3)[CH2:15][CH2:16]2)=[O:10])[CH:7]=[CH:8][C:3]=1[NH:2][CH3:1].